Predict the reactants needed to synthesize the given product. From a dataset of Full USPTO retrosynthesis dataset with 1.9M reactions from patents (1976-2016). (1) Given the product [OH:1][C:2]1[CH:10]=[CH:9][C:8]2[N:7]3[CH2:11][CH2:12][CH:13]([CH2:14][C:15]([O:17][C:18]([CH3:21])([CH3:20])[CH3:19])=[O:16])[C:6]3=[CH:5][C:4]=2[CH:3]=1, predict the reactants needed to synthesize it. The reactants are: [OH:1][C:2]1[CH:10]=[CH:9][C:8]2[N:7]3[CH2:11][CH2:12][CH:13]([CH2:14][C:15]([O:17][C:18]([CH3:21])([CH3:20])[CH3:19])=[O:16])[CH:6]3[CH2:5][C:4]=2[CH:3]=1. (2) Given the product [CH2:1]([N:8]1[CH2:13][CH2:12][CH2:11][C:10]2([CH2:22][C:21](=[O:23])[C:20]3[C:15](=[CH:16][CH:17]=[C:18](/[CH:24]=[CH:25]/[C:26]([NH:29][O:30][CH:31]4[CH2:36][CH2:35][CH2:34][CH2:33][O:32]4)=[O:27])[CH:19]=3)[O:14]2)[CH2:9]1)[C:2]1[CH:3]=[CH:4][CH:5]=[CH:6][CH:7]=1, predict the reactants needed to synthesize it. The reactants are: [CH2:1]([N:8]1[CH2:13][CH2:12][CH2:11][C:10]2([CH2:22][C:21](=[O:23])[C:20]3[C:15](=[CH:16][CH:17]=[C:18](/[CH:24]=[CH:25]/[C:26](O)=[O:27])[CH:19]=3)[O:14]2)[CH2:9]1)[C:2]1[CH:7]=[CH:6][CH:5]=[CH:4][CH:3]=1.[NH2:29][O:30][CH:31]1[CH2:36][CH2:35][CH2:34][CH2:33][O:32]1.